From a dataset of NCI-60 drug combinations with 297,098 pairs across 59 cell lines. Regression. Given two drug SMILES strings and cell line genomic features, predict the synergy score measuring deviation from expected non-interaction effect. (1) Drug 1: CNC(=O)C1=CC=CC=C1SC2=CC3=C(C=C2)C(=NN3)C=CC4=CC=CC=N4. Drug 2: C1=CC=C(C=C1)NC(=O)CCCCCCC(=O)NO. Cell line: KM12. Synergy scores: CSS=24.6, Synergy_ZIP=-7.97, Synergy_Bliss=-3.35, Synergy_Loewe=-4.07, Synergy_HSA=-0.990. (2) Drug 1: CCN(CC)CCCC(C)NC1=C2C=C(C=CC2=NC3=C1C=CC(=C3)Cl)OC. Drug 2: CCC1(C2=C(COC1=O)C(=O)N3CC4=CC5=C(C=CC(=C5CN(C)C)O)N=C4C3=C2)O.Cl. Cell line: SN12C. Synergy scores: CSS=22.1, Synergy_ZIP=0.985, Synergy_Bliss=2.22, Synergy_Loewe=-23.1, Synergy_HSA=-2.21. (3) Drug 1: C(=O)(N)NO. Drug 2: C1=CC=C(C(=C1)C(C2=CC=C(C=C2)Cl)C(Cl)Cl)Cl. Cell line: SNB-75. Synergy scores: CSS=-12.5, Synergy_ZIP=12.7, Synergy_Bliss=14.8, Synergy_Loewe=-2.38, Synergy_HSA=-1.31. (4) Drug 1: CC1OCC2C(O1)C(C(C(O2)OC3C4COC(=O)C4C(C5=CC6=C(C=C35)OCO6)C7=CC(=C(C(=C7)OC)O)OC)O)O. Drug 2: CC1=C2C(C(=O)C3(C(CC4C(C3C(C(C2(C)C)(CC1OC(=O)C(C(C5=CC=CC=C5)NC(=O)OC(C)(C)C)O)O)OC(=O)C6=CC=CC=C6)(CO4)OC(=O)C)O)C)O. Cell line: TK-10. Synergy scores: CSS=28.6, Synergy_ZIP=-11.9, Synergy_Bliss=-4.35, Synergy_Loewe=-4.41, Synergy_HSA=-2.30. (5) Drug 1: CC1C(C(=O)NC(C(=O)N2CCCC2C(=O)N(CC(=O)N(C(C(=O)O1)C(C)C)C)C)C(C)C)NC(=O)C3=C4C(=C(C=C3)C)OC5=C(C(=O)C(=C(C5=N4)C(=O)NC6C(OC(=O)C(N(C(=O)CN(C(=O)C7CCCN7C(=O)C(NC6=O)C(C)C)C)C)C(C)C)C)N)C. Drug 2: CN1C2=C(C=C(C=C2)N(CCCl)CCCl)N=C1CCCC(=O)O.Cl. Cell line: SN12C. Synergy scores: CSS=7.57, Synergy_ZIP=-1.20, Synergy_Bliss=4.07, Synergy_Loewe=-4.17, Synergy_HSA=2.04.